Predict which catalyst facilitates the given reaction. From a dataset of Catalyst prediction with 721,799 reactions and 888 catalyst types from USPTO. (1) Reactant: [Br:1][C:2]1[CH:8]=[CH:7][C:5]([NH2:6])=[CH:4][C:3]=1[N+:9]([O-:11])=[O:10].N1C=CC=CC=1.[C:18]1([S:24](Cl)(=[O:26])=[O:25])[CH:23]=[CH:22][CH:21]=[CH:20][CH:19]=1. Product: [Br:1][C:2]1[CH:8]=[CH:7][C:5]([NH:6][S:24]([C:18]2[CH:23]=[CH:22][CH:21]=[CH:20][CH:19]=2)(=[O:26])=[O:25])=[CH:4][C:3]=1[N+:9]([O-:11])=[O:10]. The catalyst class is: 34. (2) Reactant: [C:1]([CH2:4][C@H:5]1[CH2:16][CH2:15][C:14]2[S:13][C:12]3[N:11]=[CH:10][N:9]=[C:8]([O:17][CH:18]4[CH2:23][CH2:22][CH:21]([NH:24]C(=O)OC(C)(C)C)[CH2:20][CH2:19]4)[C:7]=3[C:6]1=2)(=[O:3])[NH2:2].Cl.C(=O)(O)[O-].[Na+].CCN(C(C)C)C(C)C.Br[CH2:48][CH2:49][O:50][CH3:51]. Product: [CH3:51][O:50][CH2:49][CH2:48][NH:24][CH:21]1[CH2:22][CH2:23][CH:18]([O:17][C:8]2[N:9]=[CH:10][N:11]=[C:12]3[C:7]=2[C:6]2[C@@H:5]([CH2:4][C:1]([NH2:2])=[O:3])[CH2:16][CH2:15][C:14]=2[S:13]3)[CH2:19][CH2:20]1. The catalyst class is: 2. (3) Reactant: Br[C:2]1[CH:7]=[CH:6][C:5]([Cl:8])=[CH:4][C:3]=1[NH:9][C:10](=[O:18])[C:11]1[CH:16]=[CH:15][CH:14]=[C:13]([Cl:17])[CH:12]=1.C([O:23][C:24]([N:26]1[CH2:31][CH:30]=[C:29](B2OC(C)(C)C(C)(C)O2)[CH2:28][CH2:27]1)=[O:25])(C)(C)C.C([O-])([O-])=O.[Na+].[Na+].CN(C=O)C. Product: [Cl:8][C:5]1[CH:6]=[CH:7][C:2]([C:29]2[CH2:30][CH2:31][N:26]([C:24]([OH:25])=[O:23])[CH2:27][CH:28]=2)=[C:3]([NH:9][C:10](=[O:18])[C:11]2[CH:16]=[CH:15][CH:14]=[C:13]([Cl:17])[CH:12]=2)[CH:4]=1. The catalyst class is: 189. (4) Reactant: Cl[C:2]1[C:7]([CH3:8])=[C:6]([C:9]([O:11][CH2:12][CH3:13])=[O:10])[N:5]=[C:4]([C:14]2[CH:19]=[CH:18][C:17]([C:20]([F:23])([F:22])[F:21])=[CH:16][CH:15]=2)[N:3]=1.Cl.[CH3:25][NH:26][CH3:27].C(N(CC)CC)C.C(OCC)(=O)C. Product: [CH3:25][N:26]([CH3:27])[C:2]1[C:7]([CH3:8])=[C:6]([C:9]([O:11][CH2:12][CH3:13])=[O:10])[N:5]=[C:4]([C:14]2[CH:19]=[CH:18][C:17]([C:20]([F:23])([F:22])[F:21])=[CH:16][CH:15]=2)[N:3]=1. The catalyst class is: 4. (5) Reactant: Br[C:2]1[N:3]=[C:4]([O:18][CH2:19][CH3:20])[N:5]([C:8]2[CH:13]=[CH:12][CH:11]=[C:10]([C:14]([F:17])([F:16])[F:15])[CH:9]=2)[C:6]=1[CH3:7].C([Sn](CCCC)(CCCC)[C:26]1[N:30]([C:31]2[CH:38]=[CH:37][C:34]([C:35]#[N:36])=[CH:33][CH:32]=2)[N:29]=[CH:28][CH:27]=1)CCC. Product: [CH2:19]([O:18][C:4]1[N:5]([C:8]2[CH:13]=[CH:12][CH:11]=[C:10]([C:14]([F:17])([F:16])[F:15])[CH:9]=2)[C:6]([CH3:7])=[C:2]([C:26]2[N:30]([C:31]3[CH:38]=[CH:37][C:34]([C:35]#[N:36])=[CH:33][CH:32]=3)[N:29]=[CH:28][CH:27]=2)[N:3]=1)[CH3:20]. The catalyst class is: 77.